The task is: Regression. Given a peptide amino acid sequence and an MHC pseudo amino acid sequence, predict their binding affinity value. This is MHC class I binding data.. This data is from Peptide-MHC class I binding affinity with 185,985 pairs from IEDB/IMGT. (1) The peptide sequence is IIIFNGIKL. The MHC is H-2-Kb with pseudo-sequence H-2-Kb. The binding affinity (normalized) is 0.155. (2) The peptide sequence is GESSPNPTV. The MHC is HLA-B40:01 with pseudo-sequence HLA-B40:01. The binding affinity (normalized) is 0.746. (3) The binding affinity (normalized) is 0.575. The MHC is HLA-A33:01 with pseudo-sequence HLA-A33:01. The peptide sequence is EIIFLKLFK. (4) The peptide sequence is ITTQWHLDM. The MHC is HLA-B07:02 with pseudo-sequence HLA-B07:02. The binding affinity (normalized) is 0.0847. (5) The peptide sequence is SYMLQGLRK. The MHC is HLA-B39:01 with pseudo-sequence HLA-B39:01. The binding affinity (normalized) is 0.0847. (6) The peptide sequence is DRDRSELSPL. The MHC is Mamu-B17 with pseudo-sequence Mamu-B17. The binding affinity (normalized) is 0. (7) The peptide sequence is YMYDFILRF. The MHC is HLA-A32:15 with pseudo-sequence HLA-A32:15. The binding affinity (normalized) is 0.370. (8) The peptide sequence is KSWLVHWSL. The MHC is HLA-A02:03 with pseudo-sequence HLA-A02:03. The binding affinity (normalized) is 0.0847.